Dataset: Catalyst prediction with 721,799 reactions and 888 catalyst types from USPTO. Task: Predict which catalyst facilitates the given reaction. (1) Reactant: [BH4-].[Na+].[CH3:3][N:4]1[C:8]([O:9][CH2:10][C:11]([F:14])([F:13])[F:12])=[C:7]([CH:15]=[O:16])[C:6]([C:17]([F:20])([F:19])[F:18])=[N:5]1. Product: [CH3:3][N:4]1[C:8]([O:9][CH2:10][C:11]([F:14])([F:12])[F:13])=[C:7]([CH2:15][OH:16])[C:6]([C:17]([F:18])([F:20])[F:19])=[N:5]1. The catalyst class is: 5. (2) Reactant: [F:1][CH:2]([F:44])[C:3]1[N:7]([C:8]2[N:13]=[C:12]([N:14]3[CH2:19][CH2:18][O:17][CH2:16][CH2:15]3)[N:11]=[C:10]([N:20]([CH3:34])[CH:21]3[CH2:26][CH2:25][N:24]([C:27]([O:29][C:30]([CH3:33])([CH3:32])[CH3:31])=[O:28])[CH2:23][CH2:22]3)[N:9]=2)[C:6]2[CH:35]=[CH:36][CH:37]=[C:38]([O:39][CH2:40][CH2:41][CH2:42]O)[C:5]=2[N:4]=1.C[CH2:46][N:47](CC)[CH2:48]C.CS(Cl)(=O)=O.CNC. Product: [F:44][CH:2]([F:1])[C:3]1[N:7]([C:8]2[N:13]=[C:12]([N:14]3[CH2:15][CH2:16][O:17][CH2:18][CH2:19]3)[N:11]=[C:10]([N:20]([CH3:34])[CH:21]3[CH2:26][CH2:25][N:24]([C:27]([O:29][C:30]([CH3:31])([CH3:33])[CH3:32])=[O:28])[CH2:23][CH2:22]3)[N:9]=2)[C:6]2[CH:35]=[CH:36][CH:37]=[C:38]([O:39][CH2:40][CH2:41][CH2:42][N:47]([CH3:48])[CH3:46])[C:5]=2[N:4]=1. The catalyst class is: 20.